From a dataset of Full USPTO retrosynthesis dataset with 1.9M reactions from patents (1976-2016). Predict the reactants needed to synthesize the given product. (1) Given the product [CH3:39][O:40][CH2:41][CH2:42][CH2:43][NH:44][C:2]1[C:7]([C:8]([N:10]([CH2:32][CH:33]([CH3:35])[CH3:34])[C@H:11]2[CH2:16][C@@H:15]([C:17]([N:19]3[CH2:24][CH2:23][O:22][CH2:21][CH2:20]3)=[O:18])[CH2:14][N:13]([C:25]([O:27][C:28]([CH3:30])([CH3:29])[CH3:31])=[O:26])[CH2:12]2)=[O:9])=[CH:6][N:5]=[C:4]2[CH:36]=[CH:37][S:38][C:3]=12, predict the reactants needed to synthesize it. The reactants are: Cl[C:2]1[C:7]([C:8]([N:10]([CH2:32][CH:33]([CH3:35])[CH3:34])[C@H:11]2[CH2:16][C@@H:15]([C:17]([N:19]3[CH2:24][CH2:23][O:22][CH2:21][CH2:20]3)=[O:18])[CH2:14][N:13]([C:25]([O:27][C:28]([CH3:31])([CH3:30])[CH3:29])=[O:26])[CH2:12]2)=[O:9])=[CH:6][N:5]=[C:4]2[CH:36]=[CH:37][S:38][C:3]=12.[CH3:39][O:40][CH2:41][CH2:42][CH2:43][NH2:44].C(N(C(C)C)CC)(C)C.O. (2) The reactants are: C([NH:8][C@H:9]([C:11](O)=[O:12])[CH3:10])(OC(C)(C)C)=O.C1(N=C=NC2CCCCC2)CCCCC1.ON1C(=O)CCC1=O.Cl.[NH2:38][CH2:39][C@@H:40]([C:45]1[CH:50]=[CH:49][C:48]([Cl:51])=[C:47]([O:52][CH2:53][C:54]2[CH:59]=[CH:58][N:57]=[CH:56][CH:55]=2)[CH:46]=1)[CH2:41][C:42]([OH:44])=[O:43].C(=O)(O)[O-].[Na+]. Given the product [ClH:51].[NH2:8][C@@H:9]([CH3:10])[C:11]([NH:38][CH2:39][C@@H:40]([C:45]1[CH:50]=[CH:49][C:48]([Cl:51])=[C:47]([O:52][CH2:53][C:54]2[CH:59]=[CH:58][N:57]=[CH:56][CH:55]=2)[CH:46]=1)[CH2:41][C:42]([OH:44])=[O:43])=[O:12], predict the reactants needed to synthesize it. (3) Given the product [NH2:1][C:2]1[C:11]2[N:12]=[C:13]([CH2:20][O:21][CH2:22][CH3:23])[N:14]([CH2:15][C:16]([CH3:18])([OH:19])[CH3:17])[C:10]=2[C:9]2[CH:8]=[CH:7][C:6]([O:24][CH2:36][C:32]3[N:33]=[CH:34][S:35][CH:31]=3)=[CH:5][C:4]=2[N:3]=1, predict the reactants needed to synthesize it. The reactants are: [NH2:1][C:2]1[C:11]2[N:12]=[C:13]([CH2:20][O:21][CH2:22][CH3:23])[N:14]([CH2:15][C:16]([OH:19])([CH3:18])[CH3:17])[C:10]=2[C:9]2[CH:8]=[CH:7][C:6]([OH:24])=[CH:5][C:4]=2[N:3]=1.C(=O)([O-])[O-].[Cs+].[Cs+].[CH:31]1[S:35][CH:34]=[N:33][C:32]=1[CH2:36]Cl.Cl.C(N(CC)CC)C. (4) The reactants are: [OH:1][C@@H:2]1[CH2:9][N:8]([C:10](=[O:22])[CH2:11][CH2:12][CH2:13][N:14]2[CH2:19][CH2:18][NH:17][C@@H:16]([CH3:20])[C:15]2=[O:21])[CH2:7][CH2:6][C:3]21[CH2:5][CH2:4]2.[Cl:23][C:24]1[CH:29]=[CH:28][C:27]([N:30]=[C:31]=[O:32])=[CH:26][C:25]=1[C:33]([F:36])([F:35])[F:34]. Given the product [Cl:23][C:24]1[CH:29]=[CH:28][C:27]([NH:30][C:31]([N:17]2[CH2:18][CH2:19][N:14]([CH2:13][CH2:12][CH2:11][C:10]([N:8]3[CH2:7][CH2:6][C:3]4([CH2:5][CH2:4]4)[C@H:2]([OH:1])[CH2:9]3)=[O:22])[C:15](=[O:21])[C@@H:16]2[CH3:20])=[O:32])=[CH:26][C:25]=1[C:33]([F:34])([F:35])[F:36], predict the reactants needed to synthesize it. (5) Given the product [CH2:1]([O:3][C:4](=[O:16])[CH:28]([F:31])[CH:6]([CH2:7][O:8][CH2:9][C:10]1[CH:15]=[CH:14][CH:13]=[CH:12][CH:11]=1)[CH2:5][C:4]([O:3][CH2:1][CH3:2])=[O:16])[CH3:2], predict the reactants needed to synthesize it. The reactants are: [CH2:1]([O:3][C:4](=[O:16])[CH:5]=[CH:6][CH2:7][O:8][CH2:9][C:10]1[CH:15]=[CH:14][CH:13]=[CH:12][CH:11]=1)[CH3:2].C(Cl)Cl.[Si](OS([C:28]([F:31])(F)F)(=O)=O)(C)(C)C. (6) The reactants are: [NH2:1][C:2]1[CH:3]=[CH:4][C:5]([OH:12])=[C:6]([CH:11]=1)[C:7]([O:9][CH3:10])=[O:8].C(N(C(C)C)CC)(C)C.Cl[CH2:23][CH2:24][O:25][CH2:26][CH2:27]Cl.[I-].[Na+]. Given the product [OH:12][C:5]1[CH:4]=[CH:3][C:2]([N:1]2[CH2:27][CH2:26][O:25][CH2:24][CH2:23]2)=[CH:11][C:6]=1[C:7]([O:9][CH3:10])=[O:8], predict the reactants needed to synthesize it.